Predict the product of the given reaction. From a dataset of Forward reaction prediction with 1.9M reactions from USPTO patents (1976-2016). (1) Given the reactants [CH:1]1([C:4]2[N:9]=[C:8]([C:10]3[O:11][C:12]([C:15]([O:21][Si](C(C)C)(C(C)C)C(C)C)([CH3:20])[C:16]([F:19])([F:18])[F:17])=[N:13][N:14]=3)[C:7]([NH2:32])=[CH:6][C:5]=2[C:33]([F:36])([F:35])[F:34])[CH2:3][CH2:2]1.[F-].C([N+](CCCC)(CCCC)CCCC)CCC, predict the reaction product. The product is: [NH2:32][C:7]1[C:8]([C:10]2[O:11][C:12]([C:15]([OH:21])([CH3:20])[C:16]([F:19])([F:18])[F:17])=[N:13][N:14]=2)=[N:9][C:4]([CH:1]2[CH2:3][CH2:2]2)=[C:5]([C:33]([F:34])([F:36])[F:35])[CH:6]=1. (2) Given the reactants [NH2:1][C:2]1[N:3]([C:16]2[CH:21]=[C:20]([OH:22])[CH:19]=[CH:18][C:17]=2[Cl:23])[N:4]=[C:5]2[C:14]3[CH:13]=[CH:12][CH:11]=[CH:10][C:9]=3[NH:8][C:7](=[O:15])[C:6]=12.C(N(CC)CC)C.[C:31](Cl)(=[O:33])[CH3:32].ClCCl, predict the reaction product. The product is: [C:31]([O:22][C:20]1[CH:19]=[CH:18][C:17]([Cl:23])=[C:16]([N:3]2[C:2]([NH2:1])=[C:6]3[C:7](=[O:15])[NH:8][C:9]4[CH:10]=[CH:11][CH:12]=[CH:13][C:14]=4[C:5]3=[N:4]2)[CH:21]=1)(=[O:33])[CH3:32].